Task: Regression. Given two drug SMILES strings and cell line genomic features, predict the synergy score measuring deviation from expected non-interaction effect.. Dataset: NCI-60 drug combinations with 297,098 pairs across 59 cell lines (1) Drug 1: CC1=C(C=C(C=C1)NC2=NC=CC(=N2)N(C)C3=CC4=NN(C(=C4C=C3)C)C)S(=O)(=O)N.Cl. Drug 2: CC1=C2C(C(=O)C3(C(CC4C(C3C(C(C2(C)C)(CC1OC(=O)C(C(C5=CC=CC=C5)NC(=O)OC(C)(C)C)O)O)OC(=O)C6=CC=CC=C6)(CO4)OC(=O)C)O)C)O. Cell line: U251. Synergy scores: CSS=59.8, Synergy_ZIP=10.7, Synergy_Bliss=10.0, Synergy_Loewe=8.00, Synergy_HSA=13.3. (2) Drug 1: C1=NC2=C(N=C(N=C2N1C3C(C(C(O3)CO)O)O)F)N. Drug 2: CCC1(C2=C(COC1=O)C(=O)N3CC4=CC5=C(C=CC(=C5CN(C)C)O)N=C4C3=C2)O.Cl. Cell line: M14. Synergy scores: CSS=27.2, Synergy_ZIP=-1.73, Synergy_Bliss=-1.11, Synergy_Loewe=-24.7, Synergy_HSA=-0.266. (3) Drug 1: CN(CCCl)CCCl.Cl. Synergy scores: CSS=24.1, Synergy_ZIP=-11.6, Synergy_Bliss=-5.16, Synergy_Loewe=-2.20, Synergy_HSA=0.219. Cell line: MDA-MB-231. Drug 2: C1CCC(C(C1)N)N.C(=O)(C(=O)[O-])[O-].[Pt+4]. (4) Drug 1: C1=C(C(=O)NC(=O)N1)N(CCCl)CCCl. Drug 2: C1=CC(=CC=C1CC(C(=O)O)N)N(CCCl)CCCl.Cl. Cell line: SF-539. Synergy scores: CSS=45.1, Synergy_ZIP=-3.27, Synergy_Bliss=1.95, Synergy_Loewe=-9.42, Synergy_HSA=2.60. (5) Drug 1: C1=NC2=C(N1)C(=S)N=C(N2)N. Drug 2: C1=CC=C(C=C1)NC(=O)CCCCCCC(=O)NO. Cell line: OVCAR-5. Synergy scores: CSS=48.6, Synergy_ZIP=-3.60, Synergy_Bliss=-0.499, Synergy_Loewe=0.733, Synergy_HSA=3.10. (6) Drug 1: C1=CC(=CC=C1CC(C(=O)O)N)N(CCCl)CCCl.Cl. Cell line: SK-MEL-28. Drug 2: C1=CC=C(C(=C1)C(C2=CC=C(C=C2)Cl)C(Cl)Cl)Cl. Synergy scores: CSS=1.01, Synergy_ZIP=-0.395, Synergy_Bliss=-1.46, Synergy_Loewe=-7.83, Synergy_HSA=-5.40. (7) Drug 1: C1=C(C(=O)NC(=O)N1)F. Drug 2: CS(=O)(=O)CCNCC1=CC=C(O1)C2=CC3=C(C=C2)N=CN=C3NC4=CC(=C(C=C4)OCC5=CC(=CC=C5)F)Cl. Cell line: NCI-H522. Synergy scores: CSS=26.0, Synergy_ZIP=-14.3, Synergy_Bliss=-2.82, Synergy_Loewe=-6.02, Synergy_HSA=-1.51.